This data is from Full USPTO retrosynthesis dataset with 1.9M reactions from patents (1976-2016). The task is: Predict the reactants needed to synthesize the given product. (1) Given the product [NH2:1][C:2]1[CH:3]=[C:4]2[C:9](=[CH:10][CH:11]=1)[C:8](=[N:14][OH:15])[CH2:7][CH2:6][CH2:5]2, predict the reactants needed to synthesize it. The reactants are: [NH2:1][C:2]1[CH:3]=[C:4]2[C:9](=[CH:10][CH:11]=1)[C:8](=O)[CH2:7][CH2:6][CH2:5]2.Cl.[NH2:14][OH:15].C([O-])(=O)C.[Na+]. (2) Given the product [N+:8]([C:5]1[CH:6]=[CH:7][C:2]([N:11]2[CH2:15][CH2:14][C@@H:13]([OH:16])[CH2:12]2)=[N:3][CH:4]=1)([O-:10])=[O:9], predict the reactants needed to synthesize it. The reactants are: Cl[C:2]1[CH:7]=[CH:6][C:5]([N+:8]([O-:10])=[O:9])=[CH:4][N:3]=1.[NH:11]1[CH2:15][CH2:14][C@@H:13]([OH:16])[CH2:12]1. (3) Given the product [F:33][C:34]([F:44])([F:45])[C:35]1[CH:36]=[C:37]([N:41]=[C:42]=[N:20][C:21]2[CH:26]=[CH:25][N:24]=[CH:23][C:22]=2/[CH:27]=[CH:28]/[C:29]([O:31][CH3:32])=[O:30])[CH:38]=[CH:39][CH:40]=1, predict the reactants needed to synthesize it. The reactants are: C1(P(=[N:20][C:21]2[CH:26]=[CH:25][N:24]=[CH:23][C:22]=2/[CH:27]=[CH:28]/[C:29]([O:31][CH3:32])=[O:30])(C2C=CC=CC=2)C2C=CC=CC=2)C=CC=CC=1.[F:33][C:34]([F:45])([F:44])[C:35]1[CH:36]=[C:37]([N:41]=[C:42]=O)[CH:38]=[CH:39][CH:40]=1. (4) Given the product [CH3:1][O:2][C:3]1[CH:8]=[CH:7][C:6]([C:16]2[CH:17]=[CH:18][C:13]([C:10](=[O:12])[CH3:11])=[CH:14][CH:15]=2)=[CH:5][CH:4]=1, predict the reactants needed to synthesize it. The reactants are: [CH3:1][O:2][C:3]1[CH:8]=[CH:7][C:6](Br)=[CH:5][CH:4]=1.[C:10]([C:13]1[CH:18]=[CH:17][C:16](B(O)O)=[CH:15][CH:14]=1)(=[O:12])[CH3:11]. (5) Given the product [NH2:20][C:15]1([C:13]([NH:12][C:9]2[CH:8]=[CH:7][C:6]([C:25]3[O:21][CH:22]=[N:23][CH:24]=3)=[CH:11][CH:10]=2)=[O:14])[CH2:16][CH2:17][CH2:18][CH2:19]1, predict the reactants needed to synthesize it. The reactants are: N1([C:6]2[CH:11]=[CH:10][C:9]([NH:12][C:13]([C:15]3([NH2:20])[CH2:19][CH2:18][CH2:17][CH2:16]3)=[O:14])=[CH:8][CH:7]=2)C=NC=N1.[O:21]1[C:25](C2C=CC(N)=CC=2)=[CH:24][N:23]=[CH:22]1.